From a dataset of Catalyst prediction with 721,799 reactions and 888 catalyst types from USPTO. Predict which catalyst facilitates the given reaction. (1) Reactant: [C:1]([O:5][C:6](=[O:20])[NH:7][CH2:8][CH2:9][N:10]1[C:18]2[C:17](Cl)=[N:16][CH:15]=[N:14][C:13]=2[CH:12]=[CH:11]1)([CH3:4])([CH3:3])[CH3:2].[Cl:21][C:22]1[CH:23]=[C:24]([CH:26]=[CH:27][C:28]=1[O:29][C:30]1[CH:35]=[CH:34][CH:33]=[C:32]([C:36]2[S:37][CH:38]=[C:39]([C:41]([F:44])([F:43])[F:42])[N:40]=2)[CH:31]=1)[NH2:25].C(=O)(O)[O-].[Na+]. Product: [C:1]([O:5][C:6](=[O:20])[NH:7][CH2:8][CH2:9][N:10]1[C:18]2[C:17]([NH:25][C:24]3[CH:26]=[CH:27][C:28]([O:29][C:30]4[CH:35]=[CH:34][CH:33]=[C:32]([C:36]5[S:37][CH:38]=[C:39]([C:41]([F:43])([F:44])[F:42])[N:40]=5)[CH:31]=4)=[C:22]([Cl:21])[CH:23]=3)=[N:16][CH:15]=[N:14][C:13]=2[CH:12]=[CH:11]1)([CH3:4])([CH3:3])[CH3:2]. The catalyst class is: 32. (2) Reactant: Br[C:2]1[CH:3]=[C:4]2[C:24]([C:25]3([C:38]4[CH:37]=[CH:36][CH:35]=[CH:34][C:33]=4[C:32]4[C:27]3=[CH:28][CH:29]=[CH:30][CH:31]=4)[CH:26]=1)=[C:7]1[CH:8]=[C:9]3[C:22](=[CH:23][C:6]1=[CH:5]2)[C:21]1[C:16](=[CH:17][CH:18]=[CH:19][CH:20]=1)[C:15]1[C:10]3=[CH:11][CH:12]=[CH:13][CH:14]=1.[C:39]1([C:58]2[CH:63]=[CH:62][CH:61]=[CH:60][CH:59]=2)[CH:44]=[CH:43][C:42]([NH:45][C:46]2[CH:51]=[CH:50][C:49]([C:52]3[CH:57]=[CH:56][CH:55]=[CH:54][CH:53]=3)=[CH:48][CH:47]=2)=[CH:41][CH:40]=1.C1(P(C2CCCCC2)C2C=CC=CC=2C2C=CC=CC=2)CCCCC1.CC(C)([O-])C.[Na+]. Product: [C:49]1([C:52]2[CH:53]=[CH:54][CH:55]=[CH:56][CH:57]=2)[CH:48]=[CH:47][C:46]([N:45]([C:42]2[CH:43]=[CH:44][C:39]([C:58]3[CH:63]=[CH:62][CH:61]=[CH:60][CH:59]=3)=[CH:40][CH:41]=2)[C:2]2[CH:3]=[C:4]3[C:24]([C:25]4([C:38]5[CH:37]=[CH:36][CH:35]=[CH:34][C:33]=5[C:32]5[C:27]4=[CH:28][CH:29]=[CH:30][CH:31]=5)[CH:26]=2)=[C:7]2[CH:8]=[C:9]4[C:22](=[CH:23][C:6]2=[CH:5]3)[C:21]2[C:16](=[CH:17][CH:18]=[CH:19][CH:20]=2)[C:15]2[C:10]4=[CH:11][CH:12]=[CH:13][CH:14]=2)=[CH:51][CH:50]=1. The catalyst class is: 487. (3) Reactant: [CH3:1][O:2][C:3]1[CH:13]=[CH:12][C:6]2[CH2:7][CH2:8][NH:9][CH2:10][CH2:11][C:5]=2[CH:4]=1.[N:14]([C:17]1[CH:25]=[CH:24][CH:23]=[CH:22][C:18]=1C(O)=O)=[N+:15]=[N-:16].C(Cl)CCl.CCN(C(C)C)C(C)C.C1C[O:42][CH2:41]C1. Product: [N:14]([C:17]1[CH:18]=[CH:22][C:23]([C:41]([N:9]2[CH2:10][CH2:11][C:5]3[CH:4]=[C:3]([O:2][CH3:1])[CH:13]=[CH:12][C:6]=3[CH2:7][CH2:8]2)=[O:42])=[CH:24][CH:25]=1)=[N+:15]=[N-:16]. The catalyst class is: 142. (4) Reactant: [CH2:1]1[C:16]2[C:15]3[C:14]4[CH:13]=[CH:12][CH:11]=[CH:10][C:9]=4[NH:8][C:7]=3[CH:6]=[CH:5][C:4]=2[C:3](=[O:17])[CH2:2]1.[H-].[Na+].Cl.Cl[CH2:22][CH2:23][CH:24]1[CH2:28][CH2:27][CH2:26][N:25]1[CH3:29].C(Cl)(Cl)Cl.CO. Product: [CH3:29][N:25]1[CH2:26][CH2:27][CH2:28][CH:24]1[CH2:23][CH2:22][N:8]1[C:7]2[CH:6]=[CH:5][C:4]3[C:3](=[O:17])[CH2:2][CH2:1][C:16]=3[C:15]=2[C:14]2[CH:13]=[CH:12][CH:11]=[CH:10][C:9]1=2. The catalyst class is: 34. (5) Reactant: [F:1][C:2]1[CH:3]=[N:4][CH:5]=[CH:6][C:7]=1[C:8]1[C:9](=[O:34])[NH:10][C:11](=[O:33])[N:12]([CH2:14][CH2:15][CH2:16][N:17]2[CH2:22][C@H:21]3[C@:19]([C:23]4[CH:28]=[CH:27][C:26]([C:29]([F:32])([F:31])[F:30])=[CH:25][CH:24]=4)([CH2:20]3)[CH2:18]2)[CH:13]=1.[ClH:35]. Product: [ClH:35].[ClH:35].[F:1][C:2]1[CH:3]=[N:4][CH:5]=[CH:6][C:7]=1[C:8]1[C:9](=[O:34])[NH:10][C:11](=[O:33])[N:12]([CH2:14][CH2:15][CH2:16][N:17]2[CH2:22][C@H:21]3[C@:19]([C:23]4[CH:28]=[CH:27][C:26]([C:29]([F:31])([F:32])[F:30])=[CH:25][CH:24]=4)([CH2:20]3)[CH2:18]2)[CH:13]=1. The catalyst class is: 12. (6) Reactant: [CH2:1]([N:5]=[CH:6][C:7]1[C:12](F)=[CH:11][CH:10]=[CH:9][C:8]=1F)[CH2:2][CH2:3][CH3:4].[CH2:15]([Mg]Br)[CH3:16].[CH3:19][CH2:20]OCC. Product: [CH2:1]([N:5]=[CH:6][C:7]1[C:12]([CH2:19][CH3:20])=[CH:11][CH:10]=[CH:9][C:8]=1[CH2:15][CH3:16])[CH2:2][CH2:3][CH3:4]. The catalyst class is: 1.